Task: Predict the product of the given reaction.. Dataset: Forward reaction prediction with 1.9M reactions from USPTO patents (1976-2016) Given the reactants [CH3:1][C@H:2]1[NH:7][C@@H:6]([CH3:8])[CH2:5][N:4]([CH2:9][C:10]2[C:18]3[O:17][CH2:16][C:15](=[O:19])[C:14]=3[CH:13]=[CH:12][C:11]=2[OH:20])[CH2:3]1.[NH:21]1[C:29]2[C:24](=[CH:25][CH:26]=[CH:27][CH:28]=2)[C:23]([CH:30]=O)=[N:22]1.N1CCCCC1, predict the reaction product. The product is: [NH:21]1[C:29]2[C:24](=[CH:25][CH:26]=[CH:27][CH:28]=2)[C:23](/[CH:30]=[C:16]2\[O:17][C:18]3[C:10]([CH2:9][N:4]4[CH2:5][C@H:6]([CH3:8])[NH:7][C@H:2]([CH3:1])[CH2:3]4)=[C:11]([OH:20])[CH:12]=[CH:13][C:14]=3[C:15]\2=[O:19])=[N:22]1.